From a dataset of Forward reaction prediction with 1.9M reactions from USPTO patents (1976-2016). Predict the product of the given reaction. (1) Given the reactants [BH4-].[Li+].[CH:3]1([N:6]2[CH2:11][CH2:10][CH:9]([CH2:12][C:13](OCC)=[O:14])[CH2:8][CH2:7]2)[CH2:5][CH2:4]1.CO.O, predict the reaction product. The product is: [CH:3]1([N:6]2[CH2:7][CH2:8][CH:9]([CH2:12][CH2:13][OH:14])[CH2:10][CH2:11]2)[CH2:5][CH2:4]1. (2) Given the reactants [Cl:1][C:2]1[C:3]([C:22]#[N:23])=[CH:4][C:5]2[N:9]=[C:8]([CH2:10][CH3:11])[N:7]([C:12]3[CH:17]=[CH:16][C:15]([CH2:18][CH2:19][OH:20])=[CH:14][CH:13]=3)[C:6]=2[CH:21]=1.CS(C)=[O:26].OO, predict the reaction product. The product is: [Cl:1][C:2]1[C:3]([C:22]([NH2:23])=[O:26])=[CH:4][C:5]2[N:9]=[C:8]([CH2:10][CH3:11])[N:7]([C:12]3[CH:13]=[CH:14][C:15]([CH2:18][CH2:19][OH:20])=[CH:16][CH:17]=3)[C:6]=2[CH:21]=1. (3) The product is: [Cl:3][C:4]1[CH:5]=[C:6]([C:14]2[O:18][N:17]=[C:16]([C:19]3[CH:20]=[C:21]4[C:25](=[CH:26][CH:27]=3)[NH:24][C:23]([CH2:28][CH2:29][C:30]([OH:32])=[O:31])=[CH:22]4)[N:15]=2)[CH:7]=[N:8][C:9]=1[O:10][CH:11]([CH3:12])[CH3:13]. Given the reactants [OH-].[Na+].[Cl:3][C:4]1[CH:5]=[C:6]([C:14]2[O:18][N:17]=[C:16]([C:19]3[CH:20]=[C:21]4[C:25](=[CH:26][CH:27]=3)[NH:24][C:23]([CH2:28][CH2:29][C:30]([O:32]CC)=[O:31])=[CH:22]4)[N:15]=2)[CH:7]=[N:8][C:9]=1[O:10][CH:11]([CH3:13])[CH3:12].Cl, predict the reaction product. (4) Given the reactants C([Li])CCC.[F:6][C:7]([F:20])([F:19])[S:8][C:9]1[CH:14]=[CH:13][C:12]([CH2:15][C:16]([OH:18])=[O:17])=[CH:11][CH:10]=1.I[CH2:22][CH:23]1[CH2:27][CH2:26][CH2:25][CH2:24]1, predict the reaction product. The product is: [CH:23]1([CH2:22][CH:15]([C:12]2[CH:11]=[CH:10][C:9]([S:8][C:7]([F:19])([F:6])[F:20])=[CH:14][CH:13]=2)[C:16]([OH:18])=[O:17])[CH2:27][CH2:26][CH2:25][CH2:24]1.